The task is: Predict the reactants needed to synthesize the given product.. This data is from Full USPTO retrosynthesis dataset with 1.9M reactions from patents (1976-2016). (1) Given the product [NH2:1][C:2]1[CH:7]=[CH:6][CH:5]=[CH:4][C:3]=1[NH:8][C:9](=[O:28])[C:10]1[CH:15]=[CH:14][C:13]([CH2:16][N:17]2[CH2:25][C:24]3[C:19](=[CH:20][CH:21]=[C:22]([C:30]4[CH:39]=[CH:38][C:37]5[C:32](=[CH:33][CH:34]=[CH:35][CH:36]=5)[CH:31]=4)[CH:23]=3)[C:18]2=[O:27])=[CH:12][CH:11]=1, predict the reactants needed to synthesize it. The reactants are: [NH2:1][C:2]1[CH:7]=[CH:6][CH:5]=[CH:4][C:3]=1[NH:8][C:9](=[O:28])[C:10]1[CH:15]=[CH:14][C:13]([CH2:16][N:17]2[CH2:25][C:24]3[C:19](=[CH:20][CH:21]=[C:22](Br)[CH:23]=3)[C:18]2=[O:27])=[CH:12][CH:11]=1.B(O)(O)[C:30]1[CH:39]=[CH:38][C:37]2[C:32](=[CH:33][CH:34]=[CH:35][CH:36]=2)[CH:31]=1. (2) Given the product [C:1]1([C:7]2[C:16]3[C:11](=[CH:12][CH:13]=[CH:14][CH:15]=3)[N:10]=[CH:9][C:8]=2[CH:17]([OH:19])[CH3:18])[CH:2]=[CH:3][CH:4]=[CH:5][CH:6]=1, predict the reactants needed to synthesize it. The reactants are: [C:1]1([C:7]2[C:16]3[C:11](=[CH:12][CH:13]=[CH:14][CH:15]=3)[N:10]=[CH:9][C:8]=2[C:17](=[O:19])[CH3:18])[CH:6]=[CH:5][CH:4]=[CH:3][CH:2]=1.[BH4-].[Na+]. (3) The reactants are: Cl[C:2]1[N:7]=[CH:6][C:5]([S:8]([C:11]2[N:15]([C:16]3[CH:21]=[CH:20][C:19]([CH3:22])=[CH:18][C:17]=3[F:23])[N:14]=[C:13]([CH2:24][N:25]([CH3:33])[C:26](=[O:32])[O:27][C:28]([CH3:31])([CH3:30])[CH3:29])[CH:12]=2)(=[O:10])=[O:9])=[CH:4][CH:3]=1.C(N(CC)CC)C. Given the product [F:23][C:17]1[CH:18]=[C:19]([CH3:22])[CH:20]=[CH:21][C:16]=1[N:15]1[C:11]([S:8]([C:5]2[CH:6]=[N:7][CH:2]=[CH:3][CH:4]=2)(=[O:9])=[O:10])=[CH:12][C:13]([CH2:24][N:25]([CH3:33])[C:26](=[O:32])[O:27][C:28]([CH3:29])([CH3:31])[CH3:30])=[N:14]1, predict the reactants needed to synthesize it. (4) The reactants are: [NH:1]1[C:9]2[C:4](=[CH:5][CH:6]=[CH:7][CH:8]=2)[C:3]([C:10]([OH:12])=O)=[N:2]1.OC1C2N=NNC=2C=CC=1.C(N=C=NC(C)C)(C)C.[S:32]([NH2:42])(=[O:41])([C:34]1[CH:39]=[CH:38][C:37]([NH2:40])=[CH:36][CH:35]=1)=[O:33]. Given the product [S:32]([C:34]1[CH:35]=[CH:36][C:37]([NH:40][C:10]([C:3]2[C:4]3[C:9](=[CH:8][CH:7]=[CH:6][CH:5]=3)[NH:1][N:2]=2)=[O:12])=[CH:38][CH:39]=1)(=[O:33])(=[O:41])[NH2:42], predict the reactants needed to synthesize it. (5) Given the product [C:1]1([C:7]2([CH2:13][CH2:14][C:15]([OH:19])=[O:16])[CH2:12][CH2:11][CH2:10][CH2:9][O:8]2)[CH:2]=[CH:3][CH:4]=[CH:5][CH:6]=1, predict the reactants needed to synthesize it. The reactants are: [C:1]1([C:7]2([CH2:13][CH2:14][CH2:15][OH:16])[CH2:12][CH2:11][CH2:10][CH2:9][O:8]2)[CH:6]=[CH:5][CH:4]=[CH:3][CH:2]=1.CC(C)=[O:19].OS(O)(=O)=O.O=[Cr](=O)=O.C(Cl)Cl.